From a dataset of Forward reaction prediction with 1.9M reactions from USPTO patents (1976-2016). Predict the product of the given reaction. Given the reactants [O:1]=[C:2]1[C:10]2[S:9][C:8]([NH:11][C:12]([NH:14][CH2:15][CH3:16])=[O:13])=[N:7][C:6]=2[CH2:5][CH2:4][CH2:3]1.[BrH:17].[Br:18]Br, predict the reaction product. The product is: [Br:17][C:3]1([Br:18])[CH2:4][CH2:5][C:6]2[N:7]=[C:8]([NH:11][C:12]([NH:14][CH2:15][CH3:16])=[O:13])[S:9][C:10]=2[C:2]1=[O:1].